Dataset: Blood-brain barrier permeability classification from the B3DB database. Task: Regression/Classification. Given a drug SMILES string, predict its absorption, distribution, metabolism, or excretion properties. Task type varies by dataset: regression for continuous measurements (e.g., permeability, clearance, half-life) or binary classification for categorical outcomes (e.g., BBB penetration, CYP inhibition). Dataset: b3db_classification. (1) The compound is NC(=O)C1CCCCO1. The result is 1 (penetrates BBB). (2) The drug is COc1cccc(CC(=O)N2CCN(C(C)=O)CC2CN2CCC(O)C2)c1. The result is 0 (does not penetrate BBB). (3) The drug is CO/N=C(\C(=O)N[C@H]1C(=O)N2C(C(=O)O)=C(CSc3nnnn3C)CS[C@H]12)c1csc(N)n1. The result is 0 (does not penetrate BBB). (4) The molecule is O=c1cccc2n1CC1CNCC2C1. The result is 0 (does not penetrate BBB). (5) The molecule is CC(=Cc1ccccc1)C=C1SC(=S)N(CC(=O)O)C1=O. The result is 0 (does not penetrate BBB). (6) The molecule is CCCCCCC. The result is 1 (penetrates BBB). (7) The compound is N=C(N)N1CCC[C@@H](CNC(=O)C[C@H](NS(=O)(=O)c2ccc3ccccc3c2)C(=O)N(CC(=O)O)C2CC2)C1. The result is 0 (does not penetrate BBB). (8) The drug is CCCCC[C@@H](C)[C@@H](C)c1cc(OC(=O)CCCN2CCCCCC2)c2c(c1)OC(C)(C)C1=C2C[C@@H](C)CC1. The result is 1 (penetrates BBB).